Dataset: Catalyst prediction with 721,799 reactions and 888 catalyst types from USPTO. Task: Predict which catalyst facilitates the given reaction. (1) Reactant: [CH2:1]([C:3]1[C:4]([OH:14])=[C:5]([CH:8]=[C:9]([N+:11]([O-:13])=[O:12])[CH:10]=1)[CH:6]=O)[CH3:2].C(=O)([O-])[O-].[K+].[K+].Br[CH2:22][C:23]([O:25][CH2:26][CH3:27])=[O:24].O. Product: [CH2:1]([C:3]1[C:4]2[O:14][C:22]([C:23]([O:25][CH2:26][CH3:27])=[O:24])=[CH:6][C:5]=2[CH:8]=[C:9]([N+:11]([O-:13])=[O:12])[CH:10]=1)[CH3:2]. The catalyst class is: 9. (2) Reactant: C(=O)([O-])O.[Na+].Cl.[NH2:7][OH:8].[F:9][C:10]1[CH:15]=[CH:14][CH:13]=[CH:12][C:11]=1[C:16]1[CH:21]=[CH:20][N:19]=[C:18]([C:22]#[N:23])[CH:17]=1. Product: [F:9][C:10]1[CH:15]=[CH:14][CH:13]=[CH:12][C:11]=1[C:16]1[CH:21]=[CH:20][N:19]=[C:18]([C:22](=[N:7][OH:8])[NH2:23])[CH:17]=1. The catalyst class is: 8. (3) Reactant: [CH3:1][S:2]([C:5]1[CH:10]=[C:9]([C:11]([F:14])([F:13])[F:12])[CH:8]=[C:7]([N+:15]([O-])=O)[CH:6]=1)(=[O:4])=[O:3]. Product: [CH3:1][S:2]([C:5]1[CH:6]=[C:7]([CH:8]=[C:9]([C:11]([F:12])([F:13])[F:14])[CH:10]=1)[NH2:15])(=[O:4])=[O:3]. The catalyst class is: 19.